Predict the reactants needed to synthesize the given product. From a dataset of Full USPTO retrosynthesis dataset with 1.9M reactions from patents (1976-2016). (1) Given the product [CH3:1][O:2][C:3]([C:4]1[C:5]2[CH:47]([OH:51])[C:48]([CH3:50])([CH3:49])[CH:12]([C:13]3[CH:18]=[CH:17][CH:16]=[C:15]([Br:19])[CH:14]=3)[NH:11][C:6]=2[C:7]([Cl:10])=[CH:8][CH:9]=1)=[O:20], predict the reactants needed to synthesize it. The reactants are: [CH3:1][O:2][C:3](=[O:20])[C:4]1[CH:9]=[CH:8][C:7]([Cl:10])=[C:6]([N:11]=[CH:12][C:13]2[CH:18]=[CH:17][CH:16]=[C:15]([Br:19])[CH:14]=2)[CH:5]=1.O.[O-]S(C(F)(F)F)(=O)=O.[Yb+3].[O-]S(C(F)(F)F)(=O)=O.[O-]S(C(F)(F)F)(=O)=O.[CH:47](=[O:51])[CH:48]([CH3:50])[CH3:49].O. (2) Given the product [F:15][CH:11]([F:16])[O:1][C:2]1[CH:7]=[C:6]([CH:5]=[CH:4][CH:18]=1)[CH:8]=[O:9], predict the reactants needed to synthesize it. The reactants are: [O:1]=[C:2]1[CH:7]=[C:6]([CH:8]=[O:9])[CH:5]=[CH:4]N1.Cl[C:11]([F:16])([F:15])C([O-])=O.[Na+].[CH3:18]N(C=O)C. (3) Given the product [F:25][C:2]([F:1])([F:24])[C:3]([C:9]1[CH:10]=[CH:11][C:12]([N:15]2[CH2:20][CH2:19][N:18]([S:39]([C:33]3[CH:38]=[CH:37][CH:36]=[CH:35][CH:34]=3)(=[O:41])=[O:40])[CH2:17][C@@H:16]2[C:21]#[C:22][CH3:23])=[CH:13][CH:14]=1)([OH:8])[C:4]([F:7])([F:6])[F:5], predict the reactants needed to synthesize it. The reactants are: [F:1][C:2]([F:25])([F:24])[C:3]([C:9]1[CH:14]=[CH:13][C:12]([N:15]2[CH2:20][CH2:19][NH:18][CH2:17][CH:16]2[C:21]#[C:22][CH3:23])=[CH:11][CH:10]=1)([OH:8])[C:4]([F:7])([F:6])[F:5].C(N(CC)CC)C.[C:33]1([S:39](Cl)(=[O:41])=[O:40])[CH:38]=[CH:37][CH:36]=[CH:35][CH:34]=1. (4) Given the product [CH3:24][C@:21]12[C@@:20]3([CH3:25])[C@@H:11]([C@:12]4([CH3:37])[C@@H:17]([CH2:18][CH2:19]3)[C:16]([CH3:27])([CH3:26])[C:15]([C:28]3[CH:29]=[CH:30][C:31]([C:32]([OH:34])=[O:33])=[CH:35][CH:36]=3)=[CH:14][CH2:13]4)[CH2:10][CH2:9][C@@H:8]1[C@H:7]1[C@H:38]([C:41]([CH3:43])=[CH2:42])[CH2:39][CH2:40][C@:6]1([NH:5][CH2:4][C:3](=[O:44])[N:2]1[CH2:1][CH2:48][CH2:47][CH2:45]1)[CH2:23][CH2:22]2, predict the reactants needed to synthesize it. The reactants are: [CH3:1][N:2]([CH3:45])[C:3](=[O:44])[CH2:4][NH:5][C@:6]12[CH2:40][CH2:39][C@@H:38]([C:41]([CH3:43])=[CH2:42])[C@@H:7]1[C@@H:8]1[C@@:21]([CH3:24])([CH2:22][CH2:23]2)[C@@:20]2([CH3:25])[C@@H:11]([C@:12]3([CH3:37])[C@@H:17]([CH2:18][CH2:19]2)[C:16]([CH3:27])([CH3:26])[C:15]([C:28]2[CH:36]=[CH:35][C:31]([C:32]([OH:34])=[O:33])=[CH:30][CH:29]=2)=[CH:14][CH2:13]3)[CH2:10][CH2:9]1.Cl[CH2:47][C:48](N1CCCC1)=O. (5) Given the product [Br:1][C:2]1[C:11]2[CH2:10][CH2:9][CH2:8][C:7]3([O:16][CH2:15][C:14]([CH3:19])([CH3:17])[CH2:13][O:12]3)[C:6]=2[CH:5]=[N:4][CH:3]=1, predict the reactants needed to synthesize it. The reactants are: [Br:1][C:2]1[C:11]2[CH2:10][CH2:9][CH2:8][C:7](=[O:12])[C:6]=2[CH:5]=[N:4][CH:3]=1.[CH3:13][C:14]([CH3:19])([CH2:17]O)[CH2:15][OH:16]. (6) Given the product [C:21]([O:20][C:18](=[O:19])[N:8]([CH2:1][C:2]1[CH:3]=[CH:4][CH:5]=[CH:6][CH:7]=1)[CH2:9][CH2:10][C:11]1[CH:12]=[CH:13][C:14]([OH:17])=[CH:15][CH:16]=1)([CH3:24])([CH3:23])[CH3:22], predict the reactants needed to synthesize it. The reactants are: [CH2:1]([NH:8][CH2:9][CH2:10][C:11]1[CH:16]=[CH:15][C:14]([OH:17])=[CH:13][CH:12]=1)[C:2]1[CH:7]=[CH:6][CH:5]=[CH:4][CH:3]=1.[C:18](O[C:18]([O:20][C:21]([CH3:24])([CH3:23])[CH3:22])=[O:19])([O:20][C:21]([CH3:24])([CH3:23])[CH3:22])=[O:19].